From a dataset of Forward reaction prediction with 1.9M reactions from USPTO patents (1976-2016). Predict the product of the given reaction. Given the reactants C1(P(C2C=CC=CC=2)C2C=CC=CC=2)C=CC=CC=1.II.[Si:22]([O:29][CH2:30][C@@H:31]([NH:46][C:47]1[CH:52]=[CH:51][C:50]([C:53]#[N:54])=[C:49]([Cl:55])[C:48]=1[CH3:56])[C:32]([NH:34][NH:35][C:36](=O)[C:37]1[CH:42]=[CH:41][C:40]([C:43]#[N:44])=[CH:39][CH:38]=1)=[O:33])([C:25]([CH3:28])([CH3:27])[CH3:26])([CH3:24])[CH3:23], predict the reaction product. The product is: [Si:22]([O:29][CH2:30][C@@H:31]([NH:46][C:47]1[CH:52]=[CH:51][C:50]([C:53]#[N:54])=[C:49]([Cl:55])[C:48]=1[CH3:56])[C:32]1[O:33][C:36]([C:37]2[CH:38]=[CH:39][C:40]([C:43]#[N:44])=[CH:41][CH:42]=2)=[N:35][N:34]=1)([C:25]([CH3:28])([CH3:27])[CH3:26])([CH3:23])[CH3:24].